Dataset: Merck oncology drug combination screen with 23,052 pairs across 39 cell lines. Task: Regression. Given two drug SMILES strings and cell line genomic features, predict the synergy score measuring deviation from expected non-interaction effect. (1) Drug 1: CN1C(=O)C=CC2(C)C3CCC4(C)C(NC(=O)OCC(F)(F)F)CCC4C3CCC12. Drug 2: C=CCn1c(=O)c2cnc(Nc3ccc(N4CCN(C)CC4)cc3)nc2n1-c1cccc(C(C)(C)O)n1. Cell line: CAOV3. Synergy scores: synergy=4.06. (2) Drug 1: O=C(CCCCCCC(=O)Nc1ccccc1)NO. Drug 2: NC1(c2ccc(-c3nc4ccn5c(=O)[nH]nc5c4cc3-c3ccccc3)cc2)CCC1. Cell line: MSTO. Synergy scores: synergy=79.6. (3) Drug 2: CNC(=O)c1cc(Oc2ccc(NC(=O)Nc3ccc(Cl)c(C(F)(F)F)c3)cc2)ccn1. Cell line: LNCAP. Synergy scores: synergy=-8.47. Drug 1: CN(Cc1cnc2nc(N)nc(N)c2n1)c1ccc(C(=O)NC(CCC(=O)O)C(=O)O)cc1. (4) Synergy scores: synergy=-0.741. Cell line: SKMES1. Drug 2: Cn1cc(-c2cnn3c(N)c(Br)c(C4CCCNC4)nc23)cn1. Drug 1: CN(C)C(=N)N=C(N)N. (5) Drug 1: CN(Cc1cnc2nc(N)nc(N)c2n1)c1ccc(C(=O)NC(CCC(=O)O)C(=O)O)cc1. Drug 2: O=C(CCCCCCC(=O)Nc1ccccc1)NO. Cell line: ZR751. Synergy scores: synergy=-21.5.